Task: Predict the reactants needed to synthesize the given product.. Dataset: Full USPTO retrosynthesis dataset with 1.9M reactions from patents (1976-2016) (1) Given the product [CH3:13][N:14]1[CH2:18][CH2:19][C:9]([C:4]2[CH:5]=[CH:6][C:7]([Cl:8])=[C:2]([Cl:1])[CH:3]=2)([C:10]#[N:11])[CH2:16][CH2:15]1, predict the reactants needed to synthesize it. The reactants are: [Cl:1][C:2]1[CH:3]=[C:4]([CH2:9][C:10]#[N:11])[CH:5]=[CH:6][C:7]=1[Cl:8].Cl.[CH3:13][N:14]([CH2:18][CH2:19]Cl)[CH2:15][CH2:16]Cl.[OH-].[Na+]. (2) Given the product [N+:1]([C:4]1[CH:12]=[CH:11][C:7]([C:8]([O:17][CH2:16][CH:15]([CH2:13][CH3:14])[CH2:18][CH2:19][CH2:20][CH3:21])=[O:9])=[CH:6][CH:5]=1)([O-:3])=[O:2], predict the reactants needed to synthesize it. The reactants are: [N+:1]([C:4]1[CH:12]=[CH:11][C:7]([C:8](Cl)=[O:9])=[CH:6][CH:5]=1)([O-:3])=[O:2].[CH2:13]([CH:15]([CH2:18][CH2:19][CH2:20][CH3:21])[CH2:16][OH:17])[CH3:14].C(N(CC)CC)C.C1(C)C=CC=CC=1. (3) Given the product [NH2:38][C:35]1[CH:34]=[CH:33][C:32]([C:18]2[CH:19]=[CH:20][C:15]([C:10]3[C:9]([S:6]([NH:5][C:1]([CH3:4])([CH3:3])[CH3:2])(=[O:8])=[O:7])=[CH:14][CH:13]=[CH:12][CH:11]=3)=[CH:16][C:17]=2[F:30])=[N:37][CH:36]=1, predict the reactants needed to synthesize it. The reactants are: [C:1]([NH:5][S:6]([C:9]1[C:10]([C:15]2[CH:20]=[CH:19][C:18](B3OC(C)(C)C(C)(C)O3)=[C:17]([F:30])[CH:16]=2)=[CH:11][CH:12]=[CH:13][CH:14]=1)(=[O:8])=[O:7])([CH3:4])([CH3:3])[CH3:2].Br[C:32]1[N:37]=[CH:36][C:35]([NH2:38])=[CH:34][CH:33]=1.C([O-])([O-])=O.[Na+].[Na+].C(Cl)Cl.